From a dataset of Forward reaction prediction with 1.9M reactions from USPTO patents (1976-2016). Predict the product of the given reaction. (1) Given the reactants ClC1C=CC(SCCCCCCCC(O)=O)=CC=1.[Cl:19][C:20]1[CH:25]=[CH:24][CH:23]=[CH:22][C:21]=1[SH:26].Br[CH2:28][C:29]1[CH:37]=[CH:36][C:32]([C:33]([OH:35])=[O:34])=[CH:31][CH:30]=1.[OH-].[K+], predict the reaction product. The product is: [Cl:19][C:20]1[CH:25]=[CH:24][CH:23]=[CH:22][C:21]=1[S:26][CH2:28][C:29]1[CH:37]=[CH:36][C:32]([C:33]([OH:35])=[O:34])=[CH:31][CH:30]=1. (2) Given the reactants [CH:1]([C:3]1[CH:12]=[CH:11][C:10]2[C:5](=[CH:6][CH:7]=[CH:8][CH:9]=2)[CH:4]=1)=O.[C:13]([OH:19])(=[O:18])[CH2:14]C(O)=O.C([O-])(=O)C.[NH4+:24].[ClH:25], predict the reaction product. The product is: [ClH:25].[NH2:24][CH:1]([C:3]1[CH:12]=[CH:11][C:10]2[C:5](=[CH:6][CH:7]=[CH:8][CH:9]=2)[CH:4]=1)[CH2:14][C:13]([OH:19])=[O:18].